From a dataset of Buchwald-Hartwig C-N cross coupling reaction yields with 55,370 reactions. Predict the reaction yield, written as a fraction of the theoretical maximum amount of product (1.0 means a 100% yield; for example, 0.34 means a 34% yield). (1) The reactants are COc1ccc(Cl)cc1.Cc1ccc(N)cc1.O=S(=O)(O[Pd]1c2ccccc2-c2ccccc2N~1)C(F)(F)F.CC(C)c1cc(C(C)C)c(-c2ccccc2P(C2CCCCC2)C2CCCCC2)c(C(C)C)c1.CN(C)C(=NC(C)(C)C)N(C)C.c1ccc2oncc2c1. No catalyst specified. The product is COc1ccc(Nc2ccc(C)cc2)cc1. The yield is 0. (2) No catalyst specified. The product is Cc1ccc(Nc2cccnc2)cc1. The reactants are Clc1cccnc1.Cc1ccc(N)cc1.O=S(=O)(O[Pd]1c2ccccc2-c2ccccc2N~1)C(F)(F)F.COc1ccc(OC)c(P([C@]23C[C@H]4C[C@H](C[C@H](C4)C2)C3)[C@]23C[C@H]4C[C@H](C[C@H](C4)C2)C3)c1-c1c(C(C)C)cc(C(C)C)cc1C(C)C.CN(C)C(=NC(C)(C)C)N(C)C.c1ccc2oncc2c1. The yield is 0.0940.